This data is from Forward reaction prediction with 1.9M reactions from USPTO patents (1976-2016). The task is: Predict the product of the given reaction. (1) The product is: [CH3:3][N:4]1[C:5]([S:15][CH3:18])=[N:6][N:7]=[C:8]1[C:9]1[CH:10]=[N:11][CH:12]=[CH:13][CH:14]=1. Given the reactants CI.[CH3:3][N:4]1[C:8]([C:9]2[CH:10]=[N:11][CH:12]=[CH:13][CH:14]=2)=[N:7][NH:6][C:5]1=[S:15].[OH-].[Na+].[CH2:18](Cl)Cl, predict the reaction product. (2) The product is: [CH3:1][O:2][C:3]1[CH:4]=[C:5]2[C:9](=[CH:10][CH:11]=1)[N:8]([CH3:12])[CH:7]=[C:6]2[C:13]1[N:25]([CH2:26][O:27][CH2:28][CH2:29][Si:30]([CH3:32])([CH3:31])[CH3:33])[C:16]2[N:17]=[CH:18][C:19]3[N:20]([CH:23]=[N:22][CH:21]=3)[C:15]=2[CH:14]=1. Given the reactants [CH3:1][O:2][C:3]1[CH:4]=[C:5]2[C:9](=[CH:10][CH:11]=1)[N:8]([CH3:12])[CH:7]=[C:6]2[C:13]1[N:25]([CH2:26][O:27][CH2:28][CH2:29][Si:30]([CH3:33])([CH3:32])[CH3:31])[C:16]2=[N:17][CH:18]=[C:19]([CH2:21][NH:22][CH:23]=O)[N:20]=[C:15]2[CH:14]=1.COC1C=CC(P2(SP(C3C=CC(OC)=CC=3)(=S)S2)=S)=CC=1, predict the reaction product. (3) Given the reactants [Br:1][C:2]1[CH:20]=[CH:19][C:5]2[N:6]([CH3:18])[C:7](=[O:17])[N:8]([CH2:9][CH2:10][N:11]3[CH2:16][CH2:15][NH:14][CH2:13][CH2:12]3)[C:4]=2[C:3]=1[O:21][CH2:22][CH:23]1[CH2:26][CH2:25][CH2:24]1.C=O.O.[C:30]([BH3-])#N.[Na+], predict the reaction product. The product is: [Br:1][C:2]1[CH:20]=[CH:19][C:5]2[N:6]([CH3:18])[C:7](=[O:17])[N:8]([CH2:9][CH2:10][N:11]3[CH2:12][CH2:13][N:14]([CH3:30])[CH2:15][CH2:16]3)[C:4]=2[C:3]=1[O:21][CH2:22][CH:23]1[CH2:26][CH2:25][CH2:24]1. (4) Given the reactants [S:1]1[CH:5]=[C:4]([CH2:6][N:7]2[CH2:11][C@@H:10]([C:12]3[CH:17]=[CH:16][C:15]([F:18])=[C:14]([F:19])[CH:13]=3)[C@H:9]([NH:20]C(=O)OC(C)(C)C)[CH2:8]2)[N:3]=[N:2]1.[ClH:28], predict the reaction product. The product is: [ClH:28].[ClH:28].[S:1]1[CH:5]=[C:4]([CH2:6][N:7]2[CH2:11][C@@H:10]([C:12]3[CH:17]=[CH:16][C:15]([F:18])=[C:14]([F:19])[CH:13]=3)[C@H:9]([NH2:20])[CH2:8]2)[N:3]=[N:2]1. (5) Given the reactants N#N.[F:3][C:4]([C:7]1[CH:12]=[CH:11][C:10]([CH2:13]O)=[CH:9][CH:8]=1)([F:6])[CH3:5].[Br:15]C(Br)(Br)Br.C1(P(C2C=CC=CC=2)C2C=CC=CC=2)C=CC=CC=1, predict the reaction product. The product is: [Br:15][CH2:13][C:10]1[CH:11]=[CH:12][C:7]([C:4]([F:6])([F:3])[CH3:5])=[CH:8][CH:9]=1. (6) Given the reactants Cl.[NH2:2][C:3]1[CH:8]=[CH:7][C:6]([CH2:9][CH2:10][O:11][C:12]2[CH:17]=[CH:16][C:15]([CH2:18][C@H:19]([O:23][CH2:24][CH3:25])[C:20]([OH:22])=[O:21])=[CH:14][CH:13]=2)=[CH:5][CH:4]=1.C(=O)([O-])O.[Na+].[Cl:31][C:32]1[CH:37]=[C:36]([Cl:38])[C:35]([Cl:39])=[CH:34][C:33]=1[S:40](Cl)(=[O:42])=[O:41].CO, predict the reaction product. The product is: [Cl:31][C:32]1[CH:37]=[C:36]([Cl:38])[C:35]([Cl:39])=[CH:34][C:33]=1[S:40]([NH:2][C:3]1[CH:4]=[CH:5][C:6]([CH2:9][CH2:10][O:11][C:12]2[CH:17]=[CH:16][C:15]([CH2:18][C@H:19]([O:23][CH2:24][CH3:25])[C:20]([OH:22])=[O:21])=[CH:14][CH:13]=2)=[CH:7][CH:8]=1)(=[O:42])=[O:41]. (7) Given the reactants C(=O)([O-])[O-].[Cs+].[Cs+].[F:7][C:8]1[C:13]([O:14][CH3:15])=[CH:12][C:11]([O:16][CH3:17])=[C:10]([F:18])[C:9]=1[N:19]1[C:28](=[O:29])[C:27]2([CH2:31][CH2:30]2)[C:26]2[C:21](=[CH:22][N:23]=[C:24]([C:32]3[NH:36][N:35]=[CH:34][C:33]=3[C:37]#[N:38])[CH:25]=2)[CH2:20]1.Br[CH2:40][CH:41]1[CH2:46][CH2:45][O:44][CH2:43][CH2:42]1, predict the reaction product. The product is: [F:7][C:8]1[C:13]([O:14][CH3:15])=[CH:12][C:11]([O:16][CH3:17])=[C:10]([F:18])[C:9]=1[N:19]1[C:28](=[O:29])[C:27]2([CH2:31][CH2:30]2)[C:26]2[C:21](=[CH:22][N:23]=[C:24]([C:32]3[C:33]([C:37]#[N:38])=[CH:34][N:35]([CH2:40][CH:41]4[CH2:46][CH2:45][O:44][CH2:43][CH2:42]4)[N:36]=3)[CH:25]=2)[CH2:20]1. (8) The product is: [F:15][C:12]1([F:16])[CH2:13][CH2:14][CH:9]([CH2:8][C@H:7]([NH:17][C:18](=[O:19])[O:20][C:21]([CH3:24])([CH3:23])[CH3:22])[CH2:6][NH:26][CH3:25])[CH2:10][CH2:11]1. Given the reactants CS(O[CH2:6][C@@H:7]([NH:17][C:18]([O:20][C:21]([CH3:24])([CH3:23])[CH3:22])=[O:19])[CH2:8][CH:9]1[CH2:14][CH2:13][C:12]([F:16])([F:15])[CH2:11][CH2:10]1)(=O)=O.[CH3:25][NH2:26], predict the reaction product.